From a dataset of Catalyst prediction with 721,799 reactions and 888 catalyst types from USPTO. Predict which catalyst facilitates the given reaction. (1) Reactant: [Br-].C1([C:8]([PH3+])([C:15]2C=CC=CC=2)[C:9]2[CH:14]=[CH:13][CH:12]=[CH:11][CH:10]=2)C=CC=CC=1.[Li]CCCC.[O:27]=[C:28]1[NH:33]C2C=C(C=O)C=CC=2[S:30][CH2:29]1. Product: [CH:8]([C:9]1[CH:10]=[CH:11][C:12]2[S:30][CH2:29][C:28](=[O:27])[NH:33][C:13]=2[CH:14]=1)=[CH2:15]. The catalyst class is: 1. (2) Reactant: [C:1]1(/[C:7](/[C:17]#[N:18])=[C:8](/[C:11]2[CH:16]=[CH:15][CH:14]=[CH:13][CH:12]=2)\[C:9]#[N:10])[CH:6]=[CH:5][CH:4]=[CH:3][CH:2]=1.[NH2:19][C:20]1[CH:25]=[CH:24][CH:23]=[CH:22][N:21]=1.[Cl-].[Cl-].[Ca+2]. Product: [N:21]1[CH:22]=[CH:23][CH:24]=[CH:25][C:20]=1[N:18]=[C:17]1[C:7]([C:1]2[CH:2]=[CH:3][CH:4]=[CH:5][CH:6]=2)=[C:8]([C:11]2[CH:16]=[CH:15][CH:14]=[CH:13][CH:12]=2)[C:9](=[N:19][C:20]2[CH:25]=[CH:24][CH:23]=[CH:22][N:21]=2)[NH:10]1. The catalyst class is: 51.